This data is from Reaction yield outcomes from USPTO patents with 853,638 reactions. The task is: Predict the reaction yield, written as a fraction of the theoretical maximum amount of product (1.0 means a 100% yield; for example, 0.34 means a 34% yield). The reactants are Cl[C:2]1[CH:7]=[CH:6][N:5]=[CH:4][C:3]=1[C:8]1[N:13]=[C:12]([CH3:14])[N:11]=[C:10]([NH2:15])[CH:9]=1.[NH:16]1[C:24]2[CH:23]=[CH:22][CH:21]=[C:20]([NH2:25])[C:19]=2[CH:18]=[N:17]1.CCO. The catalyst is C([O-])(O)=O.[Na+]. The product is [NH2:15][C:10]1[N:11]=[C:12]([CH3:14])[N:13]=[C:8]([C:3]2[CH:4]=[N:5][CH:6]=[CH:7][C:2]=2[NH:25][C:20]2[C:19]3[CH:18]=[N:17][NH:16][C:24]=3[CH:23]=[CH:22][CH:21]=2)[CH:9]=1. The yield is 0.440.